From a dataset of Full USPTO retrosynthesis dataset with 1.9M reactions from patents (1976-2016). Predict the reactants needed to synthesize the given product. (1) Given the product [F:1][C:2]1[CH:3]=[C:4]([N:8]2[C:12]([NH:13][C:20]([NH:49][C@H:40]3[C@H:41]([C:43]4[CH:48]=[CH:47][CH:46]=[CH:45][CH:44]=4)[CH2:42][N:38]([CH2:37][CH2:36][O:35][CH3:34])[CH2:39]3)=[O:21])=[C:11]3[CH2:14][CH2:15][CH2:16][C:10]3=[N:9]2)[CH:5]=[CH:6][CH:7]=1, predict the reactants needed to synthesize it. The reactants are: [F:1][C:2]1[CH:3]=[C:4]([N:8]2[C:12]([NH2:13])=[C:11]3[CH2:14][CH2:15][CH2:16][C:10]3=[N:9]2)[CH:5]=[CH:6][CH:7]=1.C(Cl)Cl.[C:20](N1C=CN=C1)(N1C=CN=C1)=[O:21].Cl.Cl.[CH3:34][O:35][CH2:36][CH2:37][N:38]1[CH2:42][C@@H:41]([C:43]2[CH:48]=[CH:47][CH:46]=[CH:45][CH:44]=2)[C@H:40]([NH2:49])[CH2:39]1. (2) Given the product [CH3:1][O:2][C:3]1[C:12]([O:13][CH3:14])=[CH:11][C:10]2[CH:9]3[N:8]([CH:7]([C:15]([F:18])([F:17])[F:16])[CH2:6][C:5]=2[CH:4]=1)[CH:22]=[C:23]([C:24]([O:26][CH2:27][CH3:28])=[O:25])[C:29](=[O:31])[CH2:30]3, predict the reactants needed to synthesize it. The reactants are: [CH3:1][O:2][C:3]1[CH:4]=[C:5]2[C:10](=[CH:11][C:12]=1[O:13][CH3:14])[CH:9]=[N:8][CH:7]([C:15]([F:18])([F:17])[F:16])[CH2:6]2.CN([CH:22]=[C:23]([C:29](=[O:31])[CH3:30])[C:24]([O:26][CH2:27][CH3:28])=[O:25])C.Cl.O1CCOCC1. (3) Given the product [NH:37]1[C:38]2[C:43](=[CH:42][CH:41]=[CH:40][CH:39]=2)[C:35]([CH2:34][CH:18]2[C:17](=[O:51])[N:16]([CH2:15][C:14]([N:13]3[C:7]4[CH:6]=[CH:5][CH:4]=[C:3]([O:2][CH3:1])[C:8]=4[CH2:9][CH2:10][CH2:11][CH2:12]3)=[O:52])[C:22]3[CH:23]=[CH:24][CH:25]=[CH:26][C:21]=3[N:20]([C:27]3[CH:32]=[CH:31][CH:30]=[CH:29][CH:28]=3)[C:19]2=[O:33])=[N:36]1, predict the reactants needed to synthesize it. The reactants are: [CH3:1][O:2][C:3]1[C:8]2[CH2:9][CH2:10][CH2:11][CH2:12][N:13]([C:14](=[O:52])[CH2:15][N:16]3[C:22]4[CH:23]=[CH:24][CH:25]=[CH:26][C:21]=4[N:20]([C:27]4[CH:32]=[CH:31][CH:30]=[CH:29][CH:28]=4)[C:19](=[O:33])[CH:18]([CH2:34][C:35]4[C:43]5[C:38](=[CH:39][CH:40]=[CH:41][CH:42]=5)[N:37](C(OC(C)(C)C)=O)[N:36]=4)[C:17]3=[O:51])[C:7]=2[CH:6]=[CH:5][CH:4]=1.FC(F)(F)C(O)=O. (4) Given the product [CH:16]([O:19][C:20](=[O:33])/[C:21](/[C:31]#[N:32])=[CH:22]/[C@H:23]1[C@H:25]([C:26]([O:9][CH2:8][C:7]2[C:6]([F:14])=[C:5]([F:15])[C:4]([CH2:1][C:2]#[CH:3])=[C:11]([F:12])[C:10]=2[F:13])=[O:27])[CH2:24]1)([CH3:18])[CH3:17], predict the reactants needed to synthesize it. The reactants are: [CH2:1]([C:4]1[C:11]([F:12])=[C:10]([F:13])[C:7]([CH2:8][OH:9])=[C:6]([F:14])[C:5]=1[F:15])[C:2]#[CH:3].[CH:16]([O:19][C:20](=[O:33])/[C:21](/[C:31]#[N:32])=[CH:22]/[C@@H:23]1[C@@H:25]([C:26](O)=[O:27])[C:24]1(C)C)([CH3:18])[CH3:17].Cl.CN(C)CCCN=C=NCC.[Cl-].[Na+]. (5) The reactants are: [NH2:1][C:2]1[CH:7]=[CH:6][C:5]([C@H:8]2[CH2:14][N:13]([C:15]([O:17][C:18]([CH3:21])([CH3:20])[CH3:19])=[O:16])[CH2:12][CH2:11][CH2:10][O:9]2)=[CH:4][CH:3]=1.[Cl:22][C:23]1[CH:24]=[C:25]([CH:29]=[CH:30][CH:31]=1)[C:26](O)=[O:27].CN1CCOCC1.CN(C(ON1N=NC2C=CC=CC1=2)=[N+](C)C)C.F[P-](F)(F)(F)(F)F. Given the product [Cl:22][C:23]1[CH:24]=[C:25]([CH:29]=[CH:30][CH:31]=1)[C:26]([NH:1][C:2]1[CH:7]=[CH:6][C:5]([C@H:8]2[CH2:14][N:13]([C:15]([O:17][C:18]([CH3:21])([CH3:20])[CH3:19])=[O:16])[CH2:12][CH2:11][CH2:10][O:9]2)=[CH:4][CH:3]=1)=[O:27], predict the reactants needed to synthesize it. (6) Given the product [CH3:44][N:45]([CH3:46])[CH2:47][CH2:48][CH2:4][NH:5][C:6]([C@@H:8]([NH:20][C:21]([C:23]1[CH:42]=[CH:41][C:26]2[N:27]([CH:35]3[CH2:36][CH2:37][CH2:38][CH2:39][CH2:40]3)[C:28]([C:30]3[CH:34]=[CH:33][O:32][CH:31]=3)=[N:29][C:25]=2[CH:24]=1)=[O:22])[CH2:9][C:10]1[C:18]2[C:13](=[CH:14][CH:15]=[C:16]([OH:19])[CH:17]=2)[NH:12][CH:11]=1)=[O:7], predict the reactants needed to synthesize it. The reactants are: CN(C)C[CH2:4][NH:5][C:6]([C@@H:8]([NH:20][C:21]([C:23]1[CH:42]=[CH:41][C:26]2[N:27]([CH:35]3[CH2:40][CH2:39][CH2:38][CH2:37][CH2:36]3)[C:28]([C:30]3[CH:34]=[CH:33][O:32][CH:31]=3)=[N:29][C:25]=2[CH:24]=1)=[O:22])[CH2:9][C:10]1[C:18]2[C:13](=[CH:14][CH:15]=[C:16]([OH:19])[CH:17]=2)[NH:12][CH:11]=1)=[O:7].[CH3:44][N:45]([CH2:47][CH2:48]CN)[CH3:46]. (7) Given the product [NH2:7][CH:8]1[CH2:13][CH2:12][CH2:11][N:10]([CH2:14][C:15]2[CH:20]=[CH:19][CH:18]=[CH:17][C:16]=2[C:21]([N:23]2[CH2:37][C:26]3=[C:27]4[N:32]([N:33]=[C:25]3[CH2:24]2)[C:31]([CH3:34])=[C:30]([Cl:35])[C:29]([CH3:36])=[N:28]4)=[O:22])[CH2:9]1, predict the reactants needed to synthesize it. The reactants are: C(OC(=O)[NH:7][CH:8]1[CH2:13][CH2:12][CH2:11][N:10]([CH2:14][C:15]2[CH:20]=[CH:19][CH:18]=[CH:17][C:16]=2[C:21]([N:23]2[CH2:37][C:26]3=[C:27]4[N:32]([N:33]=[C:25]3[CH2:24]2)[C:31]([CH3:34])=[C:30]([Cl:35])[C:29]([CH3:36])=[N:28]4)=[O:22])[CH2:9]1)(C)(C)C.Cl.O1CCOCC1.